This data is from Full USPTO retrosynthesis dataset with 1.9M reactions from patents (1976-2016). The task is: Predict the reactants needed to synthesize the given product. (1) Given the product [NH2:25][C:2]([CH3:23])([CH3:22])[C:3]([NH:5][C:6]1[S:7][C:8]([CH3:21])=[C:9]([CH3:20])[C:10]=1[C:11](=[O:19])[C:12]1[CH:17]=[CH:16][C:15]([Cl:18])=[CH:14][CH:13]=1)=[O:4], predict the reactants needed to synthesize it. The reactants are: Br[C:2]([CH3:23])([CH3:22])[C:3]([NH:5][C:6]1[S:7][C:8]([CH3:21])=[C:9]([CH3:20])[C:10]=1[C:11](=[O:19])[C:12]1[CH:17]=[CH:16][C:15]([Cl:18])=[CH:14][CH:13]=1)=[O:4].[OH-].[NH4+:25]. (2) Given the product [F:1][C:2]1[C:11]2[B:12]([OH:13])[O:16][CH2:21][C:10]=2[CH:9]=[CH:8][C:3]=1[C:4]([OH:6])=[O:5], predict the reactants needed to synthesize it. The reactants are: [F:1][C:2]1[C:11]([B:12]2[O:16]C(C)(C)C(C)(C)[O:13]2)=[C:10]([CH3:21])[CH:9]=[CH:8][C:3]=1[C:4]([O:6]C)=[O:5].BrN1C(=O)CCC1=O.N(/C1(C#N)CCCCC1)=N\C1(C#N)CCCCC1. (3) Given the product [CH3:25][N:8]([C:5]1[CH:6]=[CH:7][C:2]([NH:1][C:34]([NH:33][C:27]2[CH:32]=[CH:31][CH:30]=[CH:29][CH:28]=2)=[O:35])=[CH:3][C:4]=1[CH3:26])[S:9]([C:12]1[CH:13]=[C:14]([C:18]2[CH:23]=[CH:22][C:21]([F:24])=[CH:20][CH:19]=2)[CH:15]=[CH:16][CH:17]=1)(=[O:11])=[O:10], predict the reactants needed to synthesize it. The reactants are: [NH2:1][C:2]1[CH:7]=[CH:6][C:5]([N:8]([CH3:25])[S:9]([C:12]2[CH:13]=[C:14]([C:18]3[CH:23]=[CH:22][C:21]([F:24])=[CH:20][CH:19]=3)[CH:15]=[CH:16][CH:17]=2)(=[O:11])=[O:10])=[C:4]([CH3:26])[CH:3]=1.[C:27]1([N:33]=[C:34]=[O:35])[CH:32]=[CH:31][CH:30]=[CH:29][CH:28]=1. (4) Given the product [N:19]1([CH:18]([C:17]2[CH:16]=[C:15]([CH3:14])[CH:27]=[CH:26][CH:25]=2)[C:5]2[N:1]([C:6]3[CH:11]=[CH:10][CH:9]=[CH:8][C:7]=3[NH2:12])[CH:2]=[CH:3][CH:4]=2)[CH2:24][CH2:23][CH2:22][CH2:21][CH2:20]1, predict the reactants needed to synthesize it. The reactants are: [N:1]1([C:6]2[CH:11]=[CH:10][CH:9]=[CH:8][C:7]=2[NH2:12])[CH:5]=[CH:4][CH:3]=[CH:2]1.[Cl-].[CH3:14][C:15]1[CH:16]=[C:17]([CH:25]=[CH:26][CH:27]=1)[CH:18]=[N+:19]1[CH2:24][CH2:23][CH2:22][CH2:21][CH2:20]1.CC1C=C(C=CC=1)C=O.N1CCCCC1. (5) The reactants are: Br[C:2]1[CH:7]=[N:6][C:5]2=[C:8]([NH:11][CH2:12][CH2:13][C:14]3[CH:19]=[CH:18][CH:17]=[CH:16][CH:15]=3)[S:9][N:10]=[C:4]2[CH:3]=1.[CH3:20][O:21][C:22]1[CH:23]=[C:24](B(O)O)[CH:25]=[CH:26][C:27]=1[O:28][CH3:29].C([O-])([O-])=O.[K+].[K+]. Given the product [CH3:20][O:21][C:22]1[CH:23]=[C:24]([C:2]2[CH:7]=[N:6][C:5]3=[C:8]([NH:11][CH2:12][CH2:13][C:14]4[CH:19]=[CH:18][CH:17]=[CH:16][CH:15]=4)[S:9][N:10]=[C:4]3[CH:3]=2)[CH:25]=[CH:26][C:27]=1[O:28][CH3:29], predict the reactants needed to synthesize it. (6) Given the product [Cl:21][C:22]1[CH:27]=[C:26]([C:2]2[C:7]3[N:8]([C:11]4[CH:16]=[CH:15][CH:14]=[CH:13][CH:12]=4)[CH:9]=[N:10][C:6]=3[CH:5]=[C:4]([C:17]([F:20])([F:19])[F:18])[CH:3]=2)[CH:25]=[CH:24][CH:23]=1, predict the reactants needed to synthesize it. The reactants are: I[C:2]1[C:7]2[N:8]([C:11]3[CH:16]=[CH:15][CH:14]=[CH:13][CH:12]=3)[CH:9]=[N:10][C:6]=2[CH:5]=[C:4]([C:17]([F:20])([F:19])[F:18])[CH:3]=1.[Cl:21][C:22]1[CH:23]=[C:24](B(O)O)[CH:25]=[CH:26][CH:27]=1.C(O)CCO.C(=O)([O-])[O-].[K+].[K+]. (7) Given the product [F:39][C:40]1[CH:45]=[CH:44][C:43]([S:46]([N:9]([CH3:8])[C@@H:10]([CH3:31])[C:11]([NH:13][CH2:14][C:15]2[CH:16]=[C:17]([C:21]3[CH:22]=[CH:23][C:24]([C:27]([F:28])([F:29])[F:30])=[CH:25][CH:26]=3)[CH:18]=[CH:19][CH:20]=2)=[O:12])(=[O:48])=[O:47])=[CH:42][CH:41]=1, predict the reactants needed to synthesize it. The reactants are: FC(F)(F)C(O)=O.[CH3:8][NH:9][C@@H:10]([CH3:31])[C:11]([NH:13][CH2:14][C:15]1[CH:16]=[C:17]([C:21]2[CH:26]=[CH:25][C:24]([C:27]([F:30])([F:29])[F:28])=[CH:23][CH:22]=2)[CH:18]=[CH:19][CH:20]=1)=[O:12].C(N(CC)CC)C.[F:39][C:40]1[CH:45]=[CH:44][C:43]([S:46](Cl)(=[O:48])=[O:47])=[CH:42][CH:41]=1. (8) Given the product [O:3]=[C:4]1[CH2:5][N:6]([C:14](=[O:19])[CH2:15][CH2:16][CH:17]=[CH2:18])[CH2:7][CH:8]1[C:9]([O:11][CH2:12][CH3:13])=[O:10], predict the reactants needed to synthesize it. The reactants are: C([O:3][C:4](=O)[CH2:5][N:6]([C:14](=[O:19])[CH2:15][CH2:16][CH:17]=[CH2:18])[CH2:7][CH2:8][C:9]([O:11][CH2:12][CH3:13])=[O:10])C.CC[O-].[Na+].Cl.CCOC(C)=O. (9) Given the product [CH:25]1([C:2]2[C:3]([CH2:16][CH2:17][C:18]([O:20][C:21]([CH3:24])([CH3:23])[CH3:22])=[O:19])=[N:4][O:5][C:6]=2[CH:7]2[CH2:10][CH:9]([CH2:11][C:12]([CH3:15])([CH3:14])[CH3:13])[CH2:8]2)[CH2:27][CH2:26]1, predict the reactants needed to synthesize it. The reactants are: Br[C:2]1[C:3]([CH2:16][CH2:17][C:18]([O:20][C:21]([CH3:24])([CH3:23])[CH3:22])=[O:19])=[N:4][O:5][C:6]=1[CH:7]1[CH2:10][CH:9]([CH2:11][C:12]([CH3:15])([CH3:14])[CH3:13])[CH2:8]1.[CH:25]1(B2OC(C)(C)C(C)(C)O2)[CH2:27][CH2:26]1.[F-].[Cs+].C(Cl)Cl. (10) Given the product [NH2:1][C:2]1[S:3][C:4]2[CH:10]=[C:9]([CH2:11][OH:12])[CH:8]=[CH:7][C:5]=2[N:6]=1, predict the reactants needed to synthesize it. The reactants are: [NH2:1][C:2]1[S:3][C:4]2[CH:10]=[C:9]([C:11](OCC)=[O:12])[CH:8]=[CH:7][C:5]=2[N:6]=1.[H-].[H-].[H-].[H-].[Li+].[Al+3].